This data is from Reaction yield outcomes from USPTO patents with 853,638 reactions. The task is: Predict the reaction yield, written as a fraction of the theoretical maximum amount of product (1.0 means a 100% yield; for example, 0.34 means a 34% yield). (1) The reactants are [NH2:1][C:2]1[CH:7]=[CH:6][N:5]=[CH:4][CH:3]=1.P(=O)(O)(O)O.[N+]([O-])(O)=O.[N:17]([O-])=O.[Na+].[CH3:21][C:22](=[O:27])[CH2:23][C:24](=[O:26])[CH3:25].C([O-])(=O)C.[K+].C([O-])([O-])=O.[Na+].[Na+]. The catalyst is C(O)C. The product is [N:5]1[CH:6]=[CH:7][C:2]([NH:1][N:17]=[C:23]([C:22](=[O:27])[CH3:21])[C:24](=[O:26])[CH3:25])=[CH:3][CH:4]=1. The yield is 0.140. (2) The reactants are [Cl-].O[NH3+:3].[C:4](=[O:7])([O-])[OH:5].[Na+].CS(C)=O.[CH3:13][C:14]1[N:15]([C:39]2[CH:40]=[N:41][C:42]([O:45][CH:46]3[CH2:51][CH2:50][O:49][CH2:48][CH2:47]3)=[CH:43][CH:44]=2)[C:16](=[O:38])[C:17]([CH2:23][C:24]2[CH:29]=[CH:28][C:27]([C:30]3[C:31]([C:36]#[N:37])=[CH:32][CH:33]=[CH:34][CH:35]=3)=[CH:26][CH:25]=2)=[C:18]([CH2:20][CH2:21][CH3:22])[N:19]=1. The catalyst is C(OCC)(=O)C. The product is [CH3:13][C:14]1[N:15]([C:39]2[CH:40]=[N:41][C:42]([O:45][CH:46]3[CH2:47][CH2:48][O:49][CH2:50][CH2:51]3)=[CH:43][CH:44]=2)[C:16](=[O:38])[C:17]([CH2:23][C:24]2[CH:25]=[CH:26][C:27]([C:30]3[CH:35]=[CH:34][CH:33]=[CH:32][C:31]=3[C:36]3[NH:3][C:4](=[O:7])[O:5][N:37]=3)=[CH:28][CH:29]=2)=[C:18]([CH2:20][CH2:21][CH3:22])[N:19]=1. The yield is 0.640. (3) The reactants are [Br:1][C:2]1[CH:3]=[C:4]([C:8]([C:13]([O:15][C:16]([CH3:19])([CH3:18])[CH3:17])=[O:14])([CH3:12])[C:9]([OH:11])=[O:10])[CH:5]=[CH:6][CH:7]=1.[C:20]1(C)C=CC=CC=1.[Si](C=[N+]=[N-])(C)(C)C. The catalyst is CO. The product is [Br:1][C:2]1[CH:3]=[C:4]([C:8]([C:13]([O:15][C:16]([CH3:19])([CH3:18])[CH3:17])=[O:14])([CH3:12])[C:9]([O:11][CH3:20])=[O:10])[CH:5]=[CH:6][CH:7]=1. The yield is 1.00.